From a dataset of TCR-epitope binding with 47,182 pairs between 192 epitopes and 23,139 TCRs. Binary Classification. Given a T-cell receptor sequence (or CDR3 region) and an epitope sequence, predict whether binding occurs between them. (1) The epitope is YLKLTDNVYIK. The TCR CDR3 sequence is CASSYSPGEQYF. Result: 0 (the TCR does not bind to the epitope). (2) The epitope is MPASWVMRI. The TCR CDR3 sequence is CASSERRYTGELFF. Result: 0 (the TCR does not bind to the epitope). (3) The epitope is NEGVKAAW. The TCR CDR3 sequence is CASSMVAGGYNEQFF. Result: 1 (the TCR binds to the epitope). (4) The epitope is LLWNGPMAV. The TCR CDR3 sequence is CASSQGLAVNTGELFF. Result: 1 (the TCR binds to the epitope). (5) The epitope is VTEHDTLLY. The TCR CDR3 sequence is CASSVRGQGNYGYTF. Result: 1 (the TCR binds to the epitope). (6) The epitope is LEPLVDLPI. The TCR CDR3 sequence is CSASSSGGASYNEQFF. Result: 0 (the TCR does not bind to the epitope).